From a dataset of Full USPTO retrosynthesis dataset with 1.9M reactions from patents (1976-2016). Predict the reactants needed to synthesize the given product. (1) Given the product [CH3:24][N:22]1[CH:23]=[C:19]([C:16]2[CH:17]=[CH:18][C:13]([O:12][C:8]3[CH:7]=[C:6]([CH2:5][C:4]([OH:32])=[O:3])[CH:11]=[CH:10][CH:9]=3)=[C:14]([CH2:25][N:26]3[CH2:30][CH2:29][O:28][C:27]3=[O:31])[CH:15]=2)[CH:20]=[N:21]1, predict the reactants needed to synthesize it. The reactants are: C([O:3][C:4](=[O:32])[CH2:5][C:6]1[CH:11]=[CH:10][CH:9]=[C:8]([O:12][C:13]2[CH:18]=[CH:17][C:16]([C:19]3[CH:20]=[N:21][N:22]([CH3:24])[CH:23]=3)=[CH:15][C:14]=2[CH2:25][N:26]2[CH2:30][CH2:29][O:28][C:27]2=[O:31])[CH:7]=1)C.[OH-].[Li+]. (2) Given the product [CH3:19][C:14]1([CH3:20])[C:15]([CH3:18])([CH3:17])[O:16][B:12]([C:2]2[CH:7]=[CH:6][N:5]=[C:4]([NH:8][C:9](=[O:11])[CH3:10])[CH:3]=2)[O:13]1, predict the reactants needed to synthesize it. The reactants are: Br[C:2]1[CH:7]=[CH:6][N:5]=[C:4]([NH:8][C:9](=[O:11])[CH3:10])[CH:3]=1.[B:12]1([B:12]2[O:16][C:15]([CH3:18])([CH3:17])[C:14]([CH3:20])([CH3:19])[O:13]2)[O:16][C:15]([CH3:18])([CH3:17])[C:14]([CH3:20])([CH3:19])[O:13]1.C([O-])(=O)C.[K+]. (3) Given the product [Br:34][C:35]1[CH:36]=[C:37]([CH:38]([OH:39])[C:1]23[N:7]([C:8]([O:10][C:11]([CH3:14])([CH3:13])[CH3:12])=[O:9])[CH:4]([CH2:3][CH2:2]2)[CH2:5][CH2:6]3)[CH:40]=[CH:41][CH:42]=1, predict the reactants needed to synthesize it. The reactants are: [CH:1]12[N:7]([C:8]([O:10][C:11]([CH3:14])([CH3:13])[CH3:12])=[O:9])[CH:4]([CH2:5][CH2:6]1)[CH2:3][CH2:2]2.CN(C)CCN(C)C.[Li]CCCC.C1CCCCC1.[Br:34][C:35]1[CH:36]=[C:37]([CH:40]=[CH:41][CH:42]=1)[CH:38]=[O:39]. (4) Given the product [C:1]([O:20][CH3:21])(=[O:19])[CH2:2][CH2:3][CH2:4][CH2:5][CH2:6][CH2:7][CH2:8]/[CH:9]=[CH:10]\[CH2:11][CH2:12][CH2:13][CH2:14][CH2:15][CH2:16][CH2:17][CH3:18], predict the reactants needed to synthesize it. The reactants are: [C:1]([O:20][CH2:21]C)(=[O:19])[CH2:2][CH2:3][CH2:4][CH2:5][CH2:6][CH2:7][CH2:8]/[CH:9]=[CH:10]\[CH2:11][CH2:12][CH2:13][CH2:14][CH2:15][CH2:16][CH2:17][CH3:18]. (5) The reactants are: [C:1]1([C:20]2[CH:25]=[CH:24][CH:23]=[CH:22][CH:21]=2)[CH:6]=[CH:5][CH:4]=[CH:3][C:2]=1[NH:7][C:8]1[CH:13]=[CH:12][C:11]([C:14]2[CH:19]=[CH:18][CH:17]=[CH:16][CH:15]=2)=[CH:10][CH:9]=1.Br[C:27]1[CH:28]=[CH:29][C:30]2[C:39]3[C:34](=[CH:35][CH:36]=[CH:37][CH:38]=3)[O:33][C:32](=[O:40])[C:31]=2[CH:41]=1.C(P(C(C)(C)C)C(C)(C)C)(C)(C)C.CC(C)([O-])C.[Na+]. Given the product [C:11]1([C:14]2[CH:19]=[CH:18][CH:17]=[CH:16][CH:15]=2)[CH:12]=[CH:13][C:8]([N:7]([C:2]2[CH:3]=[CH:4][CH:5]=[CH:6][C:1]=2[C:20]2[CH:25]=[CH:24][CH:23]=[CH:22][CH:21]=2)[C:27]2[CH:28]=[CH:29][C:30]3[C:39]4[C:34](=[CH:35][CH:36]=[CH:37][CH:38]=4)[O:33][C:32](=[O:40])[C:31]=3[CH:41]=2)=[CH:9][CH:10]=1, predict the reactants needed to synthesize it. (6) Given the product [F:7][C:8]([F:21])([F:20])[S:9]([O:5][CH2:4][C@H:3]([O:2][CH3:1])[CH3:6])(=[O:11])=[O:10], predict the reactants needed to synthesize it. The reactants are: [CH3:1][O:2][C@H:3]([CH3:6])[CH2:4][OH:5].[F:7][C:8]([F:21])([F:20])[S:9](O[S:9]([C:8]([F:21])([F:20])[F:7])(=[O:11])=[O:10])(=[O:11])=[O:10].C(N(CC)CC)C.